Dataset: Full USPTO retrosynthesis dataset with 1.9M reactions from patents (1976-2016). Task: Predict the reactants needed to synthesize the given product. (1) The reactants are: [Cl:1][C:2]1[CH:7]=[CH:6][CH:5]=[CH:4][C:3]=1[C:8]1[N:12]2[C:13]3[C:18]([N:19]=[C:20]([CH3:21])[C:11]2=[C:10]([CH3:23])[N:9]=1)=[CH:17][C:16]([OH:22])=[CH:15][CH:14]=3.C(=O)([O-])[O-].[Cs+].[Cs+].CN(C)C=O.[N+:35]([C:38]1[CH:39]=[C:40]([CH:43]=[CH:44][CH:45]=1)[CH2:41]Br)([O-:37])=[O:36]. Given the product [Cl:1][C:2]1[CH:7]=[CH:6][CH:5]=[CH:4][C:3]=1[C:8]1[N:12]2[C:13]3[C:18]([N:19]=[C:20]([CH3:21])[C:11]2=[C:10]([CH3:23])[N:9]=1)=[CH:17][C:16]([O:22][CH2:41][C:40]1[CH:43]=[CH:44][CH:45]=[C:38]([N+:35]([O-:37])=[O:36])[CH:39]=1)=[CH:15][CH:14]=3, predict the reactants needed to synthesize it. (2) Given the product [CH3:20][C:21]1[CH:32]=[CH:31][C:24]2[S:25][C:26]([C:2]3[C:6]([C:7]([O:9][CH2:10][CH3:11])=[O:8])=[CH:5][N:4]([CH2:12][O:13][CH2:14][CH2:15][Si:16]([CH3:19])([CH3:18])[CH3:17])[N:3]=3)=[CH:27][C:23]=2[CH:22]=1, predict the reactants needed to synthesize it. The reactants are: I[C:2]1[C:6]([C:7]([O:9][CH2:10][CH3:11])=[O:8])=[CH:5][N:4]([CH2:12][O:13][CH2:14][CH2:15][Si:16]([CH3:19])([CH3:18])[CH3:17])[N:3]=1.[CH3:20][C:21]1[CH:32]=[CH:31][C:24]2[S:25][C:26](B(O)O)=[CH:27][C:23]=2[CH:22]=1.C(=O)([O-])[O-].[K+].[K+]. (3) The reactants are: [Cl-].[CH3:2][C:3]1[CH:8]=[C:7]([CH3:9])[CH:6]=[C:5]([CH3:10])[C:4]=1[N+:11]1[CH:15]=[CH:14][N:13]([C:16]2[C:21]([CH3:22])=[CH:20][C:19]([CH3:23])=[CH:18][C:17]=2[CH3:24])[CH:12]=1.[S:25]([C:29]1[CH:35]=[CH:34][C:32]([CH3:33])=[CH:31][CH:30]=1)([O-:28])(=[O:27])=[O:26].[Na+]. Given the product [S:25]([C:29]1[CH:35]=[CH:34][C:32]([CH3:33])=[CH:31][CH:30]=1)([O-:28])(=[O:27])=[O:26].[CH3:2][C:3]1[CH:8]=[C:7]([CH3:9])[CH:6]=[C:5]([CH3:10])[C:4]=1[N+:11]1[CH:15]=[CH:14][N:13]([C:16]2[C:21]([CH3:22])=[CH:20][C:19]([CH3:23])=[CH:18][C:17]=2[CH3:24])[CH:12]=1, predict the reactants needed to synthesize it.